This data is from Reaction yield outcomes from USPTO patents with 853,638 reactions. The task is: Predict the reaction yield, written as a fraction of the theoretical maximum amount of product (1.0 means a 100% yield; for example, 0.34 means a 34% yield). (1) The reactants are [CH3:1][N:2]1[C:6]([CH:7]2[CH2:13][O:12][CH2:11][C:10](=O)[CH2:9][CH2:8]2)=[C:5]([N+:15]([O-:17])=[O:16])[CH:4]=[N:3]1.C([O-])(=O)C.[NH4+].C([BH3-])#[N:24].[Na+].C(O)(=O)C.[C:31]([O:35][C:36]([O:38]C(OC(C)(C)C)=O)=O)([CH3:34])([CH3:33])[CH3:32].CCN(C(C)C)C(C)C. The catalyst is CO. The product is [CH3:1][N:2]1[C:6]([CH:7]2[CH2:13][O:12][CH2:11][CH:10]([NH:24][C:36](=[O:38])[O:35][C:31]([CH3:34])([CH3:33])[CH3:32])[CH2:9][CH2:8]2)=[C:5]([N+:15]([O-:17])=[O:16])[CH:4]=[N:3]1. The yield is 0.810. (2) The catalyst is CC([O-])=O.CC([O-])=O.[Pd+2]. The product is [CH2:1]([NH:8][C:9]1[C:10]2[N:11]([CH:26]=[CH:27][C:28]=2[C:30]2[CH:35]=[CH:34][CH:33]=[CH:32][CH:31]=2)[N:12]=[C:13]([C:15]2[CH:16]=[C:17]([NH:21][S:22]([CH3:25])(=[O:24])=[O:23])[CH:18]=[N:19][CH:20]=2)[CH:14]=1)[C:2]1[CH:7]=[CH:6][CH:5]=[CH:4][CH:3]=1. The yield is 0.561. The reactants are [CH2:1]([NH:8][C:9]1[C:10]2[N:11]([CH:26]=[CH:27][C:28]=2Cl)[N:12]=[C:13]([C:15]2[CH:16]=[C:17]([NH:21][S:22]([CH3:25])(=[O:24])=[O:23])[CH:18]=[N:19][CH:20]=2)[CH:14]=1)[C:2]1[CH:7]=[CH:6][CH:5]=[CH:4][CH:3]=1.[C:30]1(B(O)O)[CH:35]=[CH:34][CH:33]=[CH:32][CH:31]=1.C1(P(C2CCCCC2)C2C=CC=CC=2C2C(C(C)C)=CC(C(C)C)=CC=2C(C)C)CCCCC1.C([O-])([O-])=O.[K+].[K+].C(NC1C2N(C=CC=2C2C=CC=CC=2)N=C(C2C=C(S(NC(C)(C)C)(=O)=O)C=NC=2)C=1)C1C=CC=CC=1. (3) The reactants are Br[C:2]1[CH:7]=[C:6]([F:8])[CH:5]=[C:4]([Br:9])[CH:3]=1.[CH3:10][N:11](C=O)C.[Cu]C#N. The catalyst is N1C=CC=CC=1. The product is [Br:9][C:4]1[CH:3]=[C:2]([CH:7]=[C:6]([F:8])[CH:5]=1)[C:10]#[N:11]. The yield is 0.350. (4) The reactants are N[C:2]1C=CC(S(NC2C=CC=CC=2C)(=O)=O)=CC=1.[CH3:19][O:20][C:21]1[CH:26]=[C:25]([N+:27]([O-])=O)[CH:24]=[CH:23][C:22]=1[S:30]([NH:33][C:34]1[CH:35]=[C:36](C)[CH:37]=[CH:38][CH:39]=1)(=[O:32])=[O:31]. No catalyst specified. The product is [NH2:27][C:25]1[CH:24]=[CH:23][C:22]([S:30]([NH:33][C:34]2[CH:39]=[CH:38][C:37]([CH3:2])=[CH:36][CH:35]=2)(=[O:31])=[O:32])=[C:21]([O:20][CH3:19])[CH:26]=1. The yield is 0.930. (5) The reactants are [O:1]1[CH:5]=[CH:4][CH:3]=[C:2]1[C:6]1[O:7][C:8]([CH3:38])=[C:9]([CH2:11][O:12][C:13]2[CH:35]=[CH:34][C:16]([CH2:17][O:18][C:19]3[C:23](/[CH:24]=[CH:25]/[CH2:26][OH:27])=[CH:22][N:21]([C:28]4[CH:33]=[CH:32][CH:31]=[CH:30][CH:29]=4)[N:20]=3)=[CH:15][C:14]=2[O:36][CH3:37])[N:10]=1. The catalyst is [O-2].[O-2].[Mn+4].O1CCCC1. The product is [O:1]1[CH:5]=[CH:4][CH:3]=[C:2]1[C:6]1[O:7][C:8]([CH3:38])=[C:9]([CH2:11][O:12][C:13]2[CH:35]=[CH:34][C:16]([CH2:17][O:18][C:19]3[C:23](/[CH:24]=[CH:25]/[CH:26]=[O:27])=[CH:22][N:21]([C:28]4[CH:29]=[CH:30][CH:31]=[CH:32][CH:33]=4)[N:20]=3)=[CH:15][C:14]=2[O:36][CH3:37])[N:10]=1. The yield is 0.870.